Dataset: NCI-60 drug combinations with 297,098 pairs across 59 cell lines. Task: Regression. Given two drug SMILES strings and cell line genomic features, predict the synergy score measuring deviation from expected non-interaction effect. (1) Drug 1: CC1CCC2CC(C(=CC=CC=CC(CC(C(=O)C(C(C(=CC(C(=O)CC(OC(=O)C3CCCCN3C(=O)C(=O)C1(O2)O)C(C)CC4CCC(C(C4)OC)O)C)C)O)OC)C)C)C)OC. Drug 2: CC1CCC2CC(C(=CC=CC=CC(CC(C(=O)C(C(C(=CC(C(=O)CC(OC(=O)C3CCCCN3C(=O)C(=O)C1(O2)O)C(C)CC4CCC(C(C4)OC)OCCO)C)C)O)OC)C)C)C)OC. Cell line: KM12. Synergy scores: CSS=-0.834, Synergy_ZIP=-1.88, Synergy_Bliss=-3.97, Synergy_Loewe=-2.31, Synergy_HSA=-2.67. (2) Drug 1: C1=CC=C(C=C1)NC(=O)CCCCCCC(=O)NO. Drug 2: CS(=O)(=O)CCNCC1=CC=C(O1)C2=CC3=C(C=C2)N=CN=C3NC4=CC(=C(C=C4)OCC5=CC(=CC=C5)F)Cl. Cell line: SK-MEL-5. Synergy scores: CSS=4.27, Synergy_ZIP=-6.16, Synergy_Bliss=-1.34, Synergy_Loewe=-2.92, Synergy_HSA=-2.36. (3) Drug 1: CC1=C(N=C(N=C1N)C(CC(=O)N)NCC(C(=O)N)N)C(=O)NC(C(C2=CN=CN2)OC3C(C(C(C(O3)CO)O)O)OC4C(C(C(C(O4)CO)O)OC(=O)N)O)C(=O)NC(C)C(C(C)C(=O)NC(C(C)O)C(=O)NCCC5=NC(=CS5)C6=NC(=CS6)C(=O)NCCC[S+](C)C)O. Drug 2: C#CCC(CC1=CN=C2C(=N1)C(=NC(=N2)N)N)C3=CC=C(C=C3)C(=O)NC(CCC(=O)O)C(=O)O. Cell line: MDA-MB-231. Synergy scores: CSS=25.8, Synergy_ZIP=-6.38, Synergy_Bliss=-1.03, Synergy_Loewe=-1.35, Synergy_HSA=-2.05. (4) Drug 1: C#CCC(CC1=CN=C2C(=N1)C(=NC(=N2)N)N)C3=CC=C(C=C3)C(=O)NC(CCC(=O)O)C(=O)O. Drug 2: C1=NC2=C(N1)C(=S)N=CN2. Cell line: OVCAR-8. Synergy scores: CSS=34.7, Synergy_ZIP=-6.25, Synergy_Bliss=-0.648, Synergy_Loewe=2.21, Synergy_HSA=1.34. (5) Drug 1: CC1=C(C=C(C=C1)NC2=NC=CC(=N2)N(C)C3=CC4=NN(C(=C4C=C3)C)C)S(=O)(=O)N.Cl. Drug 2: CN(CCCl)CCCl.Cl. Cell line: NCI/ADR-RES. Synergy scores: CSS=2.55, Synergy_ZIP=-0.613, Synergy_Bliss=-1.23, Synergy_Loewe=-10.3, Synergy_HSA=-4.00. (6) Drug 1: CC1=C(C=C(C=C1)NC(=O)C2=CC=C(C=C2)CN3CCN(CC3)C)NC4=NC=CC(=N4)C5=CN=CC=C5. Drug 2: C1CN(CCN1C(=O)CCBr)C(=O)CCBr. Cell line: SK-MEL-5. Synergy scores: CSS=28.0, Synergy_ZIP=-8.86, Synergy_Bliss=-3.37, Synergy_Loewe=-3.83, Synergy_HSA=-2.58. (7) Drug 1: CC1=CC=C(C=C1)C2=CC(=NN2C3=CC=C(C=C3)S(=O)(=O)N)C(F)(F)F. Drug 2: CN(C(=O)NC(C=O)C(C(C(CO)O)O)O)N=O. Cell line: NCI-H460. Synergy scores: CSS=-5.74, Synergy_ZIP=3.49, Synergy_Bliss=1.08, Synergy_Loewe=-2.68, Synergy_HSA=-2.99. (8) Drug 1: C1=CC(=CC=C1CC(C(=O)O)N)N(CCCl)CCCl.Cl. Drug 2: CC1=C(C=C(C=C1)C(=O)NC2=CC(=CC(=C2)C(F)(F)F)N3C=C(N=C3)C)NC4=NC=CC(=N4)C5=CN=CC=C5. Cell line: NCI-H522. Synergy scores: CSS=12.7, Synergy_ZIP=1.15, Synergy_Bliss=5.22, Synergy_Loewe=0.508, Synergy_HSA=2.19.